From a dataset of Full USPTO retrosynthesis dataset with 1.9M reactions from patents (1976-2016). Predict the reactants needed to synthesize the given product. (1) Given the product [CH3:16][O:15][C:10]1[N:9]=[C:8]2[C:13]([CH:14]=[C:5]([C:3]([OH:4])=[O:2])[C:6](=[O:17])[NH:7]2)=[CH:12][CH:11]=1, predict the reactants needed to synthesize it. The reactants are: C[O:2][C:3]([C:5]1[C:6](=[O:17])[NH:7][C:8]2[C:13]([CH:14]=1)=[CH:12][CH:11]=[C:10]([O:15][CH3:16])[N:9]=2)=[O:4].[OH-].[Na+]. (2) Given the product [Cl:1][C:2]1[CH:3]=[C:4]([C:9]2[CH:14]=[CH:13][C:12]([S:15]([NH:19][C:20]3[CH:25]=[CH:24][CH:23]=[C:22]([C:26]4[NH:30][N:29]=[N:28][N:27]=4)[CH:21]=3)(=[O:17])=[O:16])=[CH:11][CH:10]=2)[CH:5]=[CH:6][C:7]=1[Cl:8], predict the reactants needed to synthesize it. The reactants are: [Cl:1][C:2]1[CH:3]=[C:4]([C:9]2[CH:14]=[CH:13][C:12]([S:15](Cl)(=[O:17])=[O:16])=[CH:11][CH:10]=2)[CH:5]=[CH:6][C:7]=1[Cl:8].[NH2:19][C:20]1[CH:21]=[C:22]([C:26]2[NH:30][N:29]=[N:28][N:27]=2)[CH:23]=[CH:24][CH:25]=1.